Dataset: Catalyst prediction with 721,799 reactions and 888 catalyst types from USPTO. Task: Predict which catalyst facilitates the given reaction. Reactant: [C:1]1([C:7]2[CH:8]=[C:9]([C:16](=[O:18])[CH3:17])[S:10][C:11]=2[C:12]([F:15])([F:14])[F:13])[CH:6]=[CH:5][CH:4]=[CH:3][CH:2]=1.CC(C[AlH]CC(C)C)C.[C@H](O)(C([O-])=O)[C@@H](O)C([O-])=O.[Na+].[K+]. Product: [C:1]1([C:7]2[CH:8]=[C:9]([CH:16]([OH:18])[CH3:17])[S:10][C:11]=2[C:12]([F:13])([F:14])[F:15])[CH:2]=[CH:3][CH:4]=[CH:5][CH:6]=1. The catalyst class is: 1.